Task: Predict which catalyst facilitates the given reaction.. Dataset: Catalyst prediction with 721,799 reactions and 888 catalyst types from USPTO (1) Product: [N+:18]([C:21]1[CH:22]=[C:23]([CH:27]=[CH:28][CH:29]=1)[C:24]([NH:1][C:2]1[CH:10]=[CH:9][CH:8]=[CH:7][C:3]=1[C:4]([OH:6])=[O:5])=[O:25])([O-:20])=[O:19]. Reactant: [NH2:1][C:2]1[CH:10]=[CH:9][CH:8]=[CH:7][C:3]=1[C:4]([OH:6])=[O:5].CCN(CC)CC.[N+:18]([C:21]1[CH:22]=[C:23]([CH:27]=[CH:28][CH:29]=1)[C:24](Cl)=[O:25])([O-:20])=[O:19].Cl. The catalyst class is: 2. (2) Reactant: [OH:1][C:2]1[CH:11]=[CH:10][CH:9]=[C:8]2[C:3]=1[CH:4]=[C:5]([CH3:13])[C:6](=[O:12])[O:7]2.[H-].[Na+].Cl[CH2:17][O:18][CH3:19]. Product: [CH3:13][C:5]1[C:6](=[O:12])[O:7][C:8]2[C:3]([CH:4]=1)=[C:2]([O:1][CH2:17][O:18][CH3:19])[CH:11]=[CH:10][CH:9]=2. The catalyst class is: 9. (3) Reactant: [NH2:1][C:2]1[N:9]=[CH:8][CH:7]=[C:6]([Cl:10])[C:3]=1[CH:4]=O.[CH3:11][O:12][C:13]1[N:18]=[C:17]([C:19](=O)[CH3:20])[C:16]([C:22]([F:25])([F:24])[F:23])=[CH:15][CH:14]=1.CC([O-])(C)C.[K+]. Product: [Cl:10][C:6]1[CH:7]=[CH:8][N:9]=[C:2]2[C:3]=1[CH:4]=[CH:20][C:19]([C:17]1[C:16]([C:22]([F:23])([F:25])[F:24])=[CH:15][CH:14]=[C:13]([O:12][CH3:11])[N:18]=1)=[N:1]2. The catalyst class is: 1. (4) Reactant: [CH3:1][C:2]1[N:6]=[C:5]([CH3:7])[N:4]([C:8]2[CH:13]=[C:12]([CH:14]=[CH2:15])[N:11]=[C:10]([CH3:16])[CH:9]=2)[N:3]=1.[N+](=[CH:19][C:20]([O:22][CH2:23][CH3:24])=[O:21])=[N-]. Product: [CH3:1][C:2]1[N:6]=[C:5]([CH3:7])[N:4]([C:8]2[CH:9]=[C:10]([CH3:16])[N:11]=[C:12]([C@@H:14]3[CH2:15][C@H:19]3[C:20]([O:22][CH2:23][CH3:24])=[O:21])[CH:13]=2)[N:3]=1. The catalyst class is: 11. (5) Product: [ClH:38].[F:35][C:18]1[CH:19]=[C:20]([CH:23]2[CH2:28][CH2:27][CH:26]([N:29]3[CH2:33][CH2:32][CH2:31][C@@H:30]3[CH3:34])[CH2:25][CH2:24]2)[CH:21]=[CH:22][C:17]=1[N:14]1[CH2:13][CH2:12][C:11]2([CH2:10][CH2:9][NH:8][CH2:37][CH2:36]2)[C:15]1=[O:16]. The catalyst class is: 71. Reactant: C(OC([N:8]1[CH2:37][CH2:36][C:11]2([C:15](=[O:16])[N:14]([C:17]3[CH:22]=[CH:21][C:20]([CH:23]4[CH2:28][CH2:27][CH:26]([N:29]5[CH2:33][CH2:32][CH2:31][C@@H:30]5[CH3:34])[CH2:25][CH2:24]4)=[CH:19][C:18]=3[F:35])[CH2:13][CH2:12]2)[CH2:10][CH2:9]1)=O)(C)(C)C.[ClH:38].